This data is from Ames mutagenicity test results for genotoxicity prediction. The task is: Regression/Classification. Given a drug SMILES string, predict its toxicity properties. Task type varies by dataset: regression for continuous values (e.g., LD50, hERG inhibition percentage) or binary classification for toxic/non-toxic outcomes (e.g., AMES mutagenicity, cardiotoxicity, hepatotoxicity). Dataset: ames. (1) The result is 1 (mutagenic). The drug is CC1CN(N=O)CC(C)N1N=O. (2) The result is 1 (mutagenic). The compound is O=NN1CCCCCC1.